Dataset: Catalyst prediction with 721,799 reactions and 888 catalyst types from USPTO. Task: Predict which catalyst facilitates the given reaction. Reactant: [C:1]([O:5][C:6]([NH:8][C:9]1[CH2:10][C:11]([C:33](O)=[O:34])=[CH:12][C:13]2[CH:19]=[CH:18][C:17]([C:20]3[CH:25]=[CH:24][C:23]([C:26]([N:28]4[CH2:32][CH2:31][CH2:30][CH2:29]4)=[O:27])=[CH:22][CH:21]=3)=[CH:16][C:14]=2[N:15]=1)=[O:7])([CH3:4])([CH3:3])[CH3:2].[CH2:36]([O:43][NH:44][CH2:45][CH2:46][CH3:47])[C:37]1[CH:42]=[CH:41][CH:40]=[CH:39][CH:38]=1.C(NC(C1=CC2C=CC(C3C=CC(C(N4CCCC4)=O)=CC=3)=CC=2N=C(NC(=O)OC(C)(C)C)C1)=O)CC.C1C=CC2N(O)N=NC=2C=1.CCN=C=NCCCN(C)C.C(N(CC)CC)C.C(N)CC. Product: [CH2:36]([O:43][N:44]([CH2:45][CH2:46][CH3:47])[C:33]([C:11]1=[CH:12][C:13]2[CH:19]=[CH:18][C:17]([C:20]3[CH:21]=[CH:22][C:23]([C:26]([N:28]4[CH2:29][CH2:30][CH2:31][CH2:32]4)=[O:27])=[CH:24][CH:25]=3)=[CH:16][C:14]=2[N:15]=[C:9]([NH:8][C:6](=[O:7])[O:5][C:1]([CH3:4])([CH3:2])[CH3:3])[CH2:10]1)=[O:34])[C:37]1[CH:42]=[CH:41][CH:40]=[CH:39][CH:38]=1. The catalyst class is: 31.